Dataset: Reaction yield outcomes from USPTO patents with 853,638 reactions. Task: Predict the reaction yield, written as a fraction of the theoretical maximum amount of product (1.0 means a 100% yield; for example, 0.34 means a 34% yield). The reactants are [H-].[H-].[H-].[H-].[Li+].[Al+3].C[O:8][C:9](=O)[C:10]1[CH:15]=[C:14]([C:16]#[N:17])[CH:13]=[CH:12][C:11]=1[CH2:18][N:19]([CH2:28][C:29]1[C:34]([CH3:35])=[CH:33][CH:32]=[CH:31][N:30]=1)[CH2:20][C:21]1[C:26]([CH3:27])=[CH:25][CH:24]=[CH:23][N:22]=1.C(C(C(C([O-])=O)O)O)([O-])=O.[K+].[Na+]. The catalyst is C1COCC1. The product is [NH2:17][CH2:16][C:14]1[CH:13]=[CH:12][C:11]([CH2:18][N:19]([CH2:20][C:21]2[C:26]([CH3:27])=[CH:25][CH:24]=[CH:23][N:22]=2)[CH2:28][C:29]2[C:34]([CH3:35])=[CH:33][CH:32]=[CH:31][N:30]=2)=[C:10]([CH2:9][OH:8])[CH:15]=1. The yield is 0.260.